Dataset: Forward reaction prediction with 1.9M reactions from USPTO patents (1976-2016). Task: Predict the product of the given reaction. (1) Given the reactants [F:1][CH:2]1[C:6]2([CH2:11][CH2:10][N:9](C(OC(C)(C)C)=O)[CH2:8][CH2:7]2)[C:5](=[O:19])[N:4]([C:20]2[CH2:21][O:22][C:23](=[O:26])[C:24]=2[CH3:25])[CH2:3]1.FC(F)(F)C(O)=O, predict the reaction product. The product is: [F:1][CH:2]1[C:6]2([CH2:11][CH2:10][NH:9][CH2:8][CH2:7]2)[C:5](=[O:19])[N:4]([C:20]2[CH2:21][O:22][C:23](=[O:26])[C:24]=2[CH3:25])[CH2:3]1. (2) The product is: [Cl:1][C:2]1[CH:10]=[C:9]([N:11]2[CH2:16][CH2:15][O:14][CH2:13][S:12]2(=[O:18])=[O:17])[CH:8]=[CH:7][C:3]=1[C:4]([NH:19][C:20]1[CH:21]=[CH:22][C:23]([Cl:36])=[C:24]([NH:26][C:27](=[O:35])[C:28]2[CH:33]=[CH:32][C:31]([Cl:34])=[CH:30][CH:29]=2)[CH:25]=1)=[O:6]. Given the reactants [Cl:1][C:2]1[CH:10]=[C:9]([N:11]2[CH2:16][CH2:15][O:14][CH2:13][S:12]2(=[O:18])=[O:17])[CH:8]=[CH:7][C:3]=1[C:4]([OH:6])=O.[NH2:19][C:20]1[CH:21]=[CH:22][C:23]([Cl:36])=[C:24]([NH:26][C:27](=[O:35])[C:28]2[CH:33]=[CH:32][C:31]([Cl:34])=[CH:30][CH:29]=2)[CH:25]=1.CN(C(ON1N=NC2C=CC=NC1=2)=[N+](C)C)C.F[P-](F)(F)(F)(F)F.CCN(C(C)C)C(C)C, predict the reaction product. (3) Given the reactants COC1C2N=C(N)SC=2C(C2CCOCC2)=CC=1.O1CCC[C@@H]1C(O)=O.[CH3:27][O:28][C:29]1[C:34]2[N:35]=[C:36]([NH:38][C:39](=[O:47])[CH2:40][CH:41]3[CH2:46][CH2:45][O:44]CC3)[S:37][C:33]=2[C:32]([CH:48]2[CH2:53][CH2:52][O:51][CH2:50][CH2:49]2)=[CH:31][CH:30]=1, predict the reaction product. The product is: [CH3:27][O:28][C:29]1[C:34]2[N:35]=[C:36]([NH:38][C:39]([C@H:40]3[CH2:41][CH2:46][CH2:45][O:44]3)=[O:47])[S:37][C:33]=2[C:32]([CH:48]2[CH2:53][CH2:52][O:51][CH2:50][CH2:49]2)=[CH:31][CH:30]=1.